Dataset: Catalyst prediction with 721,799 reactions and 888 catalyst types from USPTO. Task: Predict which catalyst facilitates the given reaction. (1) Reactant: [Cl:1][C:2]1[CH:3]=[C:4]([CH:8]2[CH2:13][CH2:12][N:11]([C:14]3[C:23]([C:24]4[CH:29]=[CH:28][C:27]([F:30])=[CH:26][CH:25]=4)=[N:22][C:21]4[C:16](=[CH:17][CH:18]=[C:19]([C:31]([O:33]C)=[O:32])[CH:20]=4)[N:15]=3)[CH2:10][CH2:9]2)[CH:5]=[CH:6][CH:7]=1.[OH-].[Na+].Cl. Product: [Cl:1][C:2]1[CH:3]=[C:4]([CH:8]2[CH2:9][CH2:10][N:11]([C:14]3[C:23]([C:24]4[CH:25]=[CH:26][C:27]([F:30])=[CH:28][CH:29]=4)=[N:22][C:21]4[C:16](=[CH:17][CH:18]=[C:19]([C:31]([OH:33])=[O:32])[CH:20]=4)[N:15]=3)[CH2:12][CH2:13]2)[CH:5]=[CH:6][CH:7]=1. The catalyst class is: 24. (2) Reactant: [CH:1]1([S:4][C:5]2[CH:10]=[CH:9][C:8](/[C:11](/[C:15]3[CH:20]=[CH:19][C:18]([I:21])=[CH:17][CH:16]=3)=[CH:12]/[CH2:13][OH:14])=[CH:7][CH:6]=2)[CH2:3][CH2:2]1.O[C:23]1[CH:34]=[CH:33][C:26]([O:27][CH2:28][C:29]([O:31][CH3:32])=[O:30])=[C:25]([CH3:35])[CH:24]=1.C1(P(C2C=CC=CC=2)C2C=CC=CC=2)C=CC=CC=1.N(C(OC(C)C)=O)=NC(OC(C)C)=O. Product: [CH:1]1([S:4][C:5]2[CH:6]=[CH:7][C:8](/[C:11](/[C:15]3[CH:16]=[CH:17][C:18]([I:21])=[CH:19][CH:20]=3)=[CH:12]/[CH2:13][O:14][C:23]3[CH:34]=[CH:33][C:26]([O:27][CH2:28][C:29]([O:31][CH3:32])=[O:30])=[C:25]([CH3:35])[CH:24]=3)=[CH:9][CH:10]=2)[CH2:2][CH2:3]1. The catalyst class is: 359.